From a dataset of Experimentally validated miRNA-target interactions with 360,000+ pairs, plus equal number of negative samples. Binary Classification. Given a miRNA mature sequence and a target amino acid sequence, predict their likelihood of interaction. (1) The miRNA is hsa-miR-1250-5p with sequence ACGGUGCUGGAUGUGGCCUUU. The protein sequence of the target gene is MAPKKLSCLRSLLLPLSLTLLLPQADTRSFVVDRGHDRFLLDGAPFRYVSGSLHYFRVPRVLWADRLLKMRWSGLNAIQFYVPWNYHEPQPGVYNFNGSRDLIAFLNEAALANLLVILRPGPYICAEWEMGGLPSWLLRKPEIHLRTSDPDFLAAVDSWFKVLLPKIYPWLYHNGGNIISIQVENEYGSYRACDFSYMRHLAGLFRALLGEKILLFTTDGPEGLKCGSLRGLYTTVDFGPADNMTKIFTLLRKYEPHGPLVNSEYYTGWLDYWGQNHSTRSVSAVTKGLENMLKLGASVN.... Result: 0 (no interaction). (2) The miRNA is hsa-miR-6788-5p with sequence CUGGGAGAAGAGUGGUGAAGA. The protein sequence of the target gene is MAIFSVYVVNKAGGLIYQLDSYAPRAEAEKTFSYPLDLLLKLHDERVLVAFGQRDGIRVGHAVLAINGMDVNGRYTADGKEVLEYLGNPANYPVSIRFGRPRLTSNEKLMLASMFHSLFAIGSQLSPEQGSSGIEMLETDTFKLHCYQTLTGIKFVVLADPRQAGIDSLLRKIYEIYSDFALKNPFYSLEMPIRCELFDQNLKLALEVAEKAGTFGPGS. Result: 0 (no interaction). (3) The protein sequence of the target gene is MPTLRDSTMSHPGENPHQVRVKAYYRGDIMITHFEPSISYEGLCNEVRDMCSMDNDQLFTMKWIDEEGDPCTVSSQLELEEALRLYELNKDSELIIHVFPCVPEKPGMPCPGEDKSIYRRGARRWRKLYYATGHAFQAKRFNRRAHCAICTDRIWGLGRQGYKCINCKLLVHKKCHKLVTVECGRQVIQDPMIGRIDPGSTHPEHPDQVLGKKNSTESINHEGEEHEAVGSRESGKAVSSLGLIDFDLLRVIGRGSYAKVLLVRLKKTERIYAMKVVKKELVNDDEDIDWVQTEKHVFEQ.... Result: 0 (no interaction). The miRNA is hsa-miR-4711-5p with sequence UGCAUCAGGCCAGAAGACAUGAG. (4) The miRNA is mmu-miR-329-3p with sequence AACACACCCAGCUAACCUUUUU. The protein sequence of the target gene is MGEGHGDTFEGVSTDRLKLELLEEIHMKDVVQLSTLEIRHKIAELEANLNGDLAGSEWKTRYETQLELNDQLEKQIVSLKEKMEKMRGNPSDRLSSIRVYEKMPVESLNVLLKQLEKEKRSLESQVKEYAFRLEQESKAYHRTNNERRSYIAEMTQVSGSNQVSKRQQMDPLPRMKESPVKTGRHNSMNQKTTNAKKGPVKKVPRSNHLPKLNP. Result: 1 (interaction). (5) The miRNA is hsa-miR-107 with sequence AGCAGCAUUGUACAGGGCUAUCA. The protein sequence of the target gene is MAACTARRALAVGSRWWSRSLTGARWPRPLCAAAGAGAFSPASTTTTRRHLSSRNRPEGKVLETVGVFEVPKQNGKYETGQLFLHSIFGYRGVVLFPWQARLYDRDVASAAPEKAENPAGHGSKEVKGKTHTYYQVLIDARDCPHISQRSQTEAVTFLANHDDSRALYAIPGLDYVSHEDILPYTSTDQVPIQHELFERFLLYDQTKAPPFVARETLRAWQEKNHPWLELSDVHRETTENIRVTVIPFYMGMREAQNSHVYWWRYCIRLENLDSDVVQLRERHWRIFSLSGTLETVRGRG.... Result: 1 (interaction).